Dataset: Full USPTO retrosynthesis dataset with 1.9M reactions from patents (1976-2016). Task: Predict the reactants needed to synthesize the given product. (1) Given the product [CH2:19]([CH:24]=[CH:11][C:1]1[C:10]2[C:5](=[CH:6][CH:7]=[CH:8][CH:9]=2)[CH:4]=[CH:3][CH:2]=1)[CH3:20], predict the reactants needed to synthesize it. The reactants are: [C:1]1([CH:11]=O)[C:10]2[C:5](=[CH:6][CH:7]=[CH:8][CH:9]=2)[CH:4]=[CH:3][CH:2]=1.C([O-])([O-])=O.[K+].[K+].[C:19]1(P(=O)(C2C=CC=CC=2)C2C=CC=CC=2)[CH:24]=CC=C[CH:20]=1.[PH4+]. (2) The reactants are: C([O:4][CH2:5][C@@H:6]1[C@@H:11]([O:12]C(=O)C)[C@H:10]([O:16]C(=O)C)[C@H:9]([O:20]C(=O)C)[C@@H:8]([CH2:24]/[CH:25]=[CH:26]/[C:27]2[CH:32]=[CH:31][C:30](/[CH:33]=[CH:34]/[CH2:35][C@@H:36]3[C@@H:41]([O:42]C(=O)C)[C@@H:40]([O:46]C(=O)C)[C@H:39]([O:50]C(=O)C)[C@@H:38]([CH2:54][O:55]C(=O)C)[O:37]3)=[CH:29][CH:28]=2)[O:7]1)(=O)C.CO[Na]. Given the product [OH:55][CH2:54][C@@H:38]1[C@@H:39]([OH:50])[C@H:40]([OH:46])[C@H:41]([OH:42])[C@@H:36]([CH2:35]/[CH:34]=[CH:33]/[C:30]2[CH:29]=[CH:28][C:27](/[CH:26]=[CH:25]/[CH2:24][C@@H:8]3[C@@H:9]([OH:20])[C@@H:10]([OH:16])[C@H:11]([OH:12])[C@@H:6]([CH2:5][OH:4])[O:7]3)=[CH:32][CH:31]=2)[O:37]1, predict the reactants needed to synthesize it. (3) The reactants are: Cl[CH2:2][CH2:3][CH2:4][O:5][C:6]1[CH:14]=[CH:13][CH:12]=[C:11]2[C:7]=1[CH:8]=[CH:9][NH:10]2.[CH2:15]([C:18]1[C:26]2[O:25][N:24]=[C:23]([C:27]([F:30])([F:29])[F:28])[C:22]=2[CH:21]=[CH:20][C:19]=1[OH:31])[CH2:16][CH3:17].C(=O)([O-])[O-].[K+].[K+].[I-].[K+]. Given the product [NH:10]1[C:11]2[C:7](=[C:6]([O:5][CH2:4][CH2:3][CH2:2][O:31][C:19]3[CH:20]=[CH:21][C:22]4[C:23]([C:27]([F:30])([F:29])[F:28])=[N:24][O:25][C:26]=4[C:18]=3[CH2:15][CH2:16][CH3:17])[CH:14]=[CH:13][CH:12]=2)[CH:8]=[CH:9]1, predict the reactants needed to synthesize it. (4) Given the product [CH3:1][O:2][CH2:3][O:4][C:5]1[CH:6]=[C:7]([C:8]2[O:10][N:40]=[C:37]([CH3:38])[N:39]=2)[CH:11]=[CH:12][C:13]=1[CH3:14], predict the reactants needed to synthesize it. The reactants are: [CH3:1][O:2][CH2:3][O:4][C:5]1[CH:6]=[C:7]([CH:11]=[CH:12][C:13]=1[CH3:14])[C:8]([OH:10])=O.CN(C)CCCN=C=NCC.O.ON1C2C=CC=CC=2N=N1.[C:37](=[N:40]O)([NH2:39])[CH3:38]. (5) Given the product [C:17]([O:21][C:22]([N:24]1[C:32]2[C:27](=[CH:28][CH:29]=[CH:30][CH:31]=2)[C:26]([CH2:41][C:40]2[CH:43]=[CH:44][C:37]([CH2:35][CH3:36])=[CH:38][CH:39]=2)=[N:25]1)=[O:23])([CH3:20])([CH3:19])[CH3:18], predict the reactants needed to synthesize it. The reactants are: O1C=CC=C1P(C1OC=CC=1)C1OC=CC=1.[C:17]([O:21][C:22]([N:24]1[C:32]2[C:27](=[CH:28][CH:29]=[CH:30][CH:31]=2)[C:26](I)=[N:25]1)=[O:23])([CH3:20])([CH3:19])[CH3:18].[Br-].[CH2:35]([C:37]1[CH:44]=[CH:43][C:40]([CH2:41][Zn+])=[CH:39][CH:38]=1)[CH3:36].O. (6) Given the product [CH2:1]([N:7]1[CH2:8][CH:9]2[CH:11]([C:10]2([C:14]2[CH:15]=[C:16]([CH:27]=[CH:28][CH:29]=2)[NH:17][S:18]([CH2:21][C:22]([NH2:30])=[O:24])(=[O:19])=[O:20])[CH3:13])[CH2:12]1)[CH2:2][CH2:3][CH2:4][CH2:5][CH3:6], predict the reactants needed to synthesize it. The reactants are: [CH2:1]([N:7]1[CH2:12][CH:11]2[CH:9]([C:10]2([C:14]2[CH:15]=[C:16]([CH:27]=[CH:28][CH:29]=2)[NH:17][S:18]([CH2:21][C:22]([O:24]CC)=O)(=[O:20])=[O:19])[CH3:13])[CH2:8]1)[CH2:2][CH2:3][CH2:4][CH2:5][CH3:6].[NH3:30]. (7) Given the product [CH3:1][N:2]([CH3:18])[CH:3]1[CH2:7][CH2:6][N:5]([C:8]2[CH:17]=[CH:16][C:11]([C:12]3[O:13][C:30]([CH2:29][S:28][CH2:27][CH2:26][O:19][C:20]4[CH:25]=[CH:24][CH:23]=[CH:22][CH:21]=4)=[N:15][N:14]=3)=[CH:10][CH:9]=2)[CH2:4]1, predict the reactants needed to synthesize it. The reactants are: [CH3:1][N:2]([CH3:18])[CH:3]1[CH2:7][CH2:6][N:5]([C:8]2[CH:17]=[CH:16][C:11]([C:12]([NH:14][NH2:15])=[O:13])=[CH:10][CH:9]=2)[CH2:4]1.[O:19]([CH2:26][CH2:27][S:28][CH2:29][C:30](O)=O)[C:20]1[CH:25]=[CH:24][CH:23]=[CH:22][CH:21]=1.